From a dataset of Forward reaction prediction with 1.9M reactions from USPTO patents (1976-2016). Predict the product of the given reaction. (1) Given the reactants [CH3:1][C:2]1[C:3]([C:12]2[CH:13]=[CH:14][C:15]([NH2:18])=[N:16][CH:17]=2)=[CH:4][C:5]2[O:10][CH2:9][CH2:8][O:7][C:6]=2[CH:11]=1.[Cl-].[F:20][C:21]1[CH:26]=[CH:25][CH:24]=[C:23]([F:27])[CH:22]=1.[CH:28](N(C(C)C)CC)(C)C.[OH-:37].[Na+], predict the reaction product. The product is: [F:20][C:21]1[CH:26]=[CH:25][CH:24]=[C:23]([F:27])[C:22]=1[C:28]([NH:18][C:15]1[CH:14]=[CH:13][C:12]([C:3]2[C:2]([CH3:1])=[CH:11][C:6]3[O:7][CH2:8][CH2:9][O:10][C:5]=3[CH:4]=2)=[CH:17][N:16]=1)=[O:37]. (2) Given the reactants [NH2:1][C:2]1[C:3]([C:7]2[NH:21][C:10]3=[CH:11][C:12]4[C:13]([CH3:20])([CH3:19])[C:14](=[O:18])[NH:15][C:16]=4[CH:17]=[C:9]3[N:8]=2)=[N:4][NH:5][CH:6]=1.[C:22]1([S:28](Cl)(=[O:30])=[O:29])[CH:27]=[CH:26][CH:25]=[CH:24][CH:23]=1, predict the reaction product. The product is: [CH3:20][C:13]1([CH3:19])[C:12]2[CH:11]=[C:10]3[NH:21][C:7]([C:3]4[C:2]([NH:1][S:28]([C:22]5[CH:27]=[CH:26][CH:25]=[CH:24][CH:23]=5)(=[O:30])=[O:29])=[CH:6][NH:5][N:4]=4)=[N:8][C:9]3=[CH:17][C:16]=2[NH:15][C:14]1=[O:18]. (3) Given the reactants [C:1]1([CH2:7][C:8]([C:10]2[CH:11]=[CH:12][C:13]3[O:18][CH2:17][C:16](=[O:19])[NH:15][C:14]=3[CH:20]=2)=[O:9])[CH:6]=[CH:5][CH:4]=[CH:3][CH:2]=1.[Br-:21].[Br-].[Br-].[NH+]1C=CC=CC=1.[NH+]1C=CC=CC=1.[NH+]1C=CC=CC=1.[O-]S([O-])(=S)=O.[Na+].[Na+], predict the reaction product. The product is: [Br:21][CH:7]([C:1]1[CH:2]=[CH:3][CH:4]=[CH:5][CH:6]=1)[C:8]([C:10]1[CH:11]=[CH:12][C:13]2[O:18][CH2:17][C:16](=[O:19])[NH:15][C:14]=2[CH:20]=1)=[O:9]. (4) Given the reactants Br[C:2]1[CH:10]=[CH:9][CH:8]=[C:7]2[C:3]=1[C:4](C(C)C)=[N:5][N:6]2[CH2:11][C:12]1[CH:17]=[CH:16][C:15]([O:18][CH3:19])=[CH:14][CH:13]=1.Cl.[NH:24]1[CH:28]=[C:27]([C:29]2[CH:30]=[N:31][CH:32]=[CH:33][CH:34]=2)[N:26]=[CH:25]1.N1C2C(=CC=CC=2O)C=CC=1.C(=O)([O-])[O-].[Cs+].[Cs+], predict the reaction product. The product is: [CH3:19][O:18][C:15]1[CH:14]=[CH:13][C:12]([CH2:11][N:6]2[C:7]3[C:3](=[C:2]([N:24]4[CH:28]=[C:27]([C:29]5[CH:30]=[N:31][CH:32]=[CH:33][CH:34]=5)[N:26]=[CH:25]4)[CH:10]=[CH:9][CH:8]=3)[CH:4]=[N:5]2)=[CH:17][CH:16]=1. (5) Given the reactants [F:1][C:2]1[CH:7]=[CH:6][C:5]([C:8]2[N:12]([CH3:13])[N:11]=[CH:10][C:9]=2/[CH:14]=[CH:15]/[C:16]([NH:18][C:19]2[CH:24]=[CH:23][C:22]([CH2:25]SC)=[CH:21][CH:20]=2)=[O:17])=[CH:4][CH:3]=1.Cl[C:29]1C=CC=C(C(OO)=O)C=1.[S:39]([O-:42])([O-])=[O:40].[Na+].[Na+], predict the reaction product. The product is: [F:1][C:2]1[CH:3]=[CH:4][C:5]([C:8]2[N:12]([CH3:13])[N:11]=[CH:10][C:9]=2/[CH:14]=[CH:15]/[C:16]([NH:18][C:19]2[CH:20]=[CH:21][C:22]([CH2:25][S:39]([CH3:29])(=[O:42])=[O:40])=[CH:23][CH:24]=2)=[O:17])=[CH:6][CH:7]=1. (6) Given the reactants [C:1]([CH2:3][C:4](=S)[NH2:5])#[N:2].BrCC.[O-]CC.[Na+].[NH2:14][C:15]1[CH:23]=[CH:22][C:21]([Cl:24])=[CH:20][C:16]=1[C:17]([OH:19])=O, predict the reaction product. The product is: [Cl:24][C:21]1[CH:20]=[C:16]2[C:15](=[CH:23][CH:22]=1)[NH:14][C:4]([CH2:3][C:1]#[N:2])=[N:5][C:17]2=[O:19]. (7) Given the reactants [Cl:1][C:2]1[CH:3]=[C:4](B(O)O)[CH:5]=[CH:6][CH:7]=1.Br[C:12]1[CH:17]=[CH:16][C:15](C)=[CH:14][N:13]=1.[C:19](=O)([O-])[O-].[Cs+].[Cs+].C(P(C(C)(C)C)C1C2C3=C4C(=CC=2)C=CC=C4C=CC3=CC=1)(C)(C)C, predict the reaction product. The product is: [Cl:1][C:2]1[CH:3]=[C:4]([C:14]2[CH:15]=[C:16]([CH3:19])[CH:17]=[CH:12][N:13]=2)[CH:5]=[CH:6][CH:7]=1. (8) Given the reactants [C:1]1([CH3:11])[CH:6]=[CH:5][C:4]([S:7](Cl)(=[O:9])=[O:8])=[CH:3][CH:2]=1.[CH:12]1([OH:18])[CH2:16][CH2:15][CH:14]([OH:17])[CH2:13]1, predict the reaction product. The product is: [CH3:11][C:1]1[CH:6]=[CH:5][C:4]([S:7]([O:17][CH:14]2[CH2:15][CH2:16][CH:12]([OH:18])[CH2:13]2)(=[O:9])=[O:8])=[CH:3][CH:2]=1. (9) Given the reactants C(N1CC(O)C1)(C1C=CC=CC=1)C1C=CC=CC=1.[H][H].[NH:21]1[CH2:24][CH:23]([OH:25])[CH2:22]1.CCN(CC)CC.[CH3:33][C:34]([O:37][C:38](O[C:38]([O:37][C:34]([CH3:36])([CH3:35])[CH3:33])=[O:39])=[O:39])([CH3:36])[CH3:35], predict the reaction product. The product is: [OH:25][CH:23]1[CH2:24][N:21]([C:38]([O:37][C:34]([CH3:36])([CH3:35])[CH3:33])=[O:39])[CH2:22]1. (10) Given the reactants [Br:1][CH2:2][C:3]1[CH:8]=[CH:7][CH:6]=[CH:5][C:4]=1[CH2:9]Br.[C:11]1([N:16]2[CH2:20][CH2:19][CH2:18][CH2:17]2)[CH2:15][CH2:14][CH2:13][CH:12]=1.CCN(C(C)C)C(C)C, predict the reaction product. The product is: [Br-:1].[CH:12]12[C:11](=[N+:16]3[CH2:20][CH2:19][CH2:18][CH2:17]3)[CH:15]([CH2:14][CH2:13]1)[CH2:9][C:4]1[CH:5]=[CH:6][CH:7]=[CH:8][C:3]=1[CH2:2]2.